This data is from Catalyst prediction with 721,799 reactions and 888 catalyst types from USPTO. The task is: Predict which catalyst facilitates the given reaction. (1) Reactant: [OH-].[Na+].CO.[CH:5]1([C:8]2[CH:13]=[C:12]([CH2:14][N:15]3[CH2:20][CH2:19][CH:18]([N:21]4[CH2:30][CH2:29][C:28]5[N:27]=[C:26]([CH2:31][CH2:32][CH3:33])[C:25]([C:34]([O:36]C)=[O:35])=[CH:24][C:23]=5[C:22]4=[O:38])[CH2:17][CH2:16]3)[CH:11]=[C:10]([O:39][CH2:40][CH3:41])[C:9]=2[C:42]2[CH:47]=[CH:46][C:45]([F:48])=[CH:44][CH:43]=2)[CH2:7][CH2:6]1.Cl. Product: [CH:5]1([C:8]2[CH:13]=[C:12]([CH2:14][N:15]3[CH2:20][CH2:19][CH:18]([N:21]4[CH2:30][CH2:29][C:28]5[N:27]=[C:26]([CH2:31][CH2:32][CH3:33])[C:25]([C:34]([OH:36])=[O:35])=[CH:24][C:23]=5[C:22]4=[O:38])[CH2:17][CH2:16]3)[CH:11]=[C:10]([O:39][CH2:40][CH3:41])[C:9]=2[C:42]2[CH:43]=[CH:44][C:45]([F:48])=[CH:46][CH:47]=2)[CH2:6][CH2:7]1. The catalyst class is: 476. (2) Reactant: [O:1]1[CH2:6][CH2:5][CH2:4][CH2:3][CH:2]1[O:7][CH:8]1[CH2:13][CH2:12][N:11]([C:14]([O:16][C:17]([CH3:20])([CH3:19])[CH3:18])=[O:15])[CH:10]([C:21](OC)=[O:22])[CH2:9]1.[H-].[Al+3].[Li+].[H-].[H-].[H-]. Product: [OH:22][CH2:21][CH:10]1[CH2:9][CH:8]([O:7][CH:2]2[CH2:3][CH2:4][CH2:5][CH2:6][O:1]2)[CH2:13][CH2:12][N:11]1[C:14]([O:16][C:17]([CH3:20])([CH3:19])[CH3:18])=[O:15]. The catalyst class is: 7. (3) Reactant: [NH2:1][C@H:2]1[CH2:6][CH2:5][N:4]([C:7]2[C:12]([C:13]([O:15][CH:16]([CH3:18])[CH3:17])=[O:14])=[CH:11][CH:10]=[CH:9][N:8]=2)[CH2:3]1.[CH3:19][C:20]1[CH:21]=[C:22]([CH:26]=O)[S:23][C:24]=1[CH3:25].[BH-](OC(C)=O)(OC(C)=O)OC(C)=O.[Na+]. Product: [CH3:19][C:20]1[CH:21]=[C:22]([CH2:26][NH:1][C@H:2]2[CH2:6][CH2:5][N:4]([C:7]3[C:12]([C:13]([O:15][CH:16]([CH3:18])[CH3:17])=[O:14])=[CH:11][CH:10]=[CH:9][N:8]=3)[CH2:3]2)[S:23][C:24]=1[CH3:25]. The catalyst class is: 1. (4) Reactant: [O:1]=[C:2]1[CH:6]=[CH:5][C:4](=[O:7])[N:3]1[CH2:8][CH2:9][C:10]([NH:12][CH2:13][CH2:14][CH2:15][CH2:16][CH2:17][CH2:18][CH2:19][C:20]([OH:22])=[O:21])=[O:11].[B-](F)(F)(F)F.CN(C(O[N:36]1[C:41](=[O:42])[CH2:40][CH2:39][C:37]1=[O:38])=[N+](C)C)C.CCN(C(C)C)C(C)C. Product: [O:38]=[C:37]1[CH2:39][CH2:40][C:41](=[O:42])[N:36]1[O:21][C:20](=[O:22])[CH2:19][CH2:18][CH2:17][CH2:16][CH2:15][CH2:14][CH2:13][NH:12][C:10](=[O:11])[CH2:9][CH2:8][N:3]1[C:4](=[O:7])[CH:5]=[CH:6][C:2]1=[O:1]. The catalyst class is: 1. (5) Reactant: [OH:1][C:2]1[CH:6]=[CH:5][S:4][C:3]=1[C:7]([O:9][CH3:10])=[O:8].[CH2:11](Br)[C:12]1[CH:17]=[CH:16][CH:15]=[CH:14][CH:13]=1.C([O-])([O-])=O.[K+].[K+]. Product: [CH2:11]([O:1][C:2]1[CH:6]=[CH:5][S:4][C:3]=1[C:7]([O:9][CH3:10])=[O:8])[C:12]1[CH:17]=[CH:16][CH:15]=[CH:14][CH:13]=1. The catalyst class is: 21. (6) Reactant: Cl[C:2]1[C:11]2[N:12]=[C:13]([NH:20][CH2:21][CH2:22][O:23][CH3:24])[N:14]([CH2:15][C:16]([CH3:19])([OH:18])[CH3:17])[C:10]=2[C:9]2[CH:8]=[CH:7][CH:6]=[CH:5][C:4]=2[N:3]=1.[NH3:25]. Product: [NH2:25][C:2]1[C:11]2[N:12]=[C:13]([NH:20][CH2:21][CH2:22][O:23][CH3:24])[N:14]([CH2:15][C:16]([CH3:19])([OH:18])[CH3:17])[C:10]=2[C:9]2[CH:8]=[CH:7][CH:6]=[CH:5][C:4]=2[N:3]=1. The catalyst class is: 5. (7) Reactant: [C:1](C(CCCCCCCCCN)C(O)=O)([O:3][C:4]([CH3:7])([CH3:6])[CH3:5])=[O:2].CCN=C=N[CH2:27][CH2:28][CH2:29]N(C)C.[CH:33]1[CH:34]=[CH:35][C:36]2N(O)N=[N:39][C:37]=2[CH:38]=1.[C:43]([O:47][C:48](=[O:66])[CH2:49][CH:50]([NH2:65])[CH:51]([OH:64])[CH2:52][O:53][C:54]1[C:59]([F:60])=[C:58]([F:61])[CH:57]=[C:56]([F:62])[C:55]=1[F:63])([CH3:46])([CH3:45])[CH3:44].CN1CC[O:71][CH2:70][CH2:69]1. Product: [C:43]([O:47][C:48](=[O:66])[CH2:49][CH:50]([NH:65][C:70](=[O:71])[CH2:69][CH2:29][CH2:28][CH2:27][CH2:36][CH2:35][CH2:34][CH2:33][CH2:38][CH2:37][NH:39][C:1]([O:3][C:4]([CH3:7])([CH3:6])[CH3:5])=[O:2])[CH:51]([OH:64])[CH2:52][O:53][C:54]1[C:55]([F:63])=[C:56]([F:62])[CH:57]=[C:58]([F:61])[C:59]=1[F:60])([CH3:46])([CH3:44])[CH3:45]. The catalyst class is: 31. (8) Reactant: [N+:1]([C:4]1[CH:5]=[C:6]([CH:10]=[CH:11][CH2:12][CH2:13][CH2:14][N:15]2[C:23](=[O:24])[C:22]3[C:17](=[CH:18][CH:19]=[CH:20][CH:21]=3)[C:16]2=[O:25])[CH:7]=[CH:8][CH:9]=1)([O-])=O. Product: [NH2:1][C:4]1[CH:5]=[C:6]([CH2:10][CH2:11][CH2:12][CH2:13][CH2:14][N:15]2[C:23](=[O:24])[C:22]3[C:17](=[CH:18][CH:19]=[CH:20][CH:21]=3)[C:16]2=[O:25])[CH:7]=[CH:8][CH:9]=1. The catalyst class is: 19. (9) Reactant: [NH2:1][CH:2]1[CH2:7][CH2:6][N:5]([C:8]2[CH:16]=[CH:15][C:11]([C:12]([NH2:14])=[O:13])=[C:10]([C:17]3[CH:22]=[CH:21][C:20]([O:23][C:24]4[CH:29]=[CH:28][CH:27]=[CH:26][CH:25]=4)=[CH:19][CH:18]=3)[N:9]=2)[CH2:4][CH2:3]1.C(OC(N1C=C(C2C=C[C:46]([C:49](=[O:51])N)=[C:45](C3C=CC(OC4C=CC=CC=4)=CC=3)N=2)CCC1)=O)(C)(C)C. Product: [C:49]([NH:1][CH:2]1[CH2:3][CH2:4][N:5]([C:8]2[CH:16]=[CH:15][C:11]([C:12]([NH2:14])=[O:13])=[C:10]([C:17]3[CH:22]=[CH:21][C:20]([O:23][C:24]4[CH:29]=[CH:28][CH:27]=[CH:26][CH:25]=4)=[CH:19][CH:18]=3)[N:9]=2)[CH2:6][CH2:7]1)(=[O:51])[CH:46]=[CH2:45]. The catalyst class is: 2.